From a dataset of Full USPTO retrosynthesis dataset with 1.9M reactions from patents (1976-2016). Predict the reactants needed to synthesize the given product. (1) Given the product [CH:1]1([NH:4][CH2:5][C:6]2[CH:11]=[CH:10][N:9]=[C:8]3[NH:12][C:13]([C:15]4[C:19]5=[N:20][C:21]([O:26][CH3:27])=[C:22]([O:24][CH3:25])[CH:23]=[C:18]5[N:17]([CH3:28])[CH:16]=4)=[CH:14][C:7]=23)[CH2:2][CH2:3]1, predict the reactants needed to synthesize it. The reactants are: [CH:1]1([NH:4][CH2:5][C:6]2[CH:11]=[CH:10][N:9]=[C:8]3[N:12](S(C4C=CC(C)=CC=4)(=O)=O)[C:13]([C:15]4[C:19]5=[N:20][C:21]([O:26][CH3:27])=[C:22]([O:24][CH3:25])[CH:23]=[C:18]5[N:17]([CH3:28])[CH:16]=4)=[CH:14][C:7]=23)[CH2:3][CH2:2]1.[OH-].[K+]. (2) Given the product [C:1]1([S:7]([C:10]2[C@@H:11]([OH:28])[C@@H:12]([O:27][Si:37]([C:40]([CH3:43])([CH3:42])[CH3:41])([CH3:39])[CH3:38])[C@H:13]([CH3:26])[C@H:14]([O:18][Si:19]([C:22]([CH3:23])([CH3:25])[CH3:24])([CH3:20])[CH3:21])[C@@H:15]([CH3:17])[CH:16]=2)(=[O:9])=[O:8])[CH:2]=[CH:3][CH:4]=[CH:5][CH:6]=1, predict the reactants needed to synthesize it. The reactants are: [C:1]1([S:7]([C:10]2[C@@H:11]([OH:28])[C@@H:12]([OH:27])[C@H:13]([CH3:26])[C@H:14]([O:18][Si:19]([C:22]([CH3:25])([CH3:24])[CH3:23])([CH3:21])[CH3:20])[C@@H:15]([CH3:17])[CH:16]=2)(=[O:9])=[O:8])[CH:6]=[CH:5][CH:4]=[CH:3][CH:2]=1.N1C(C)=CC=CC=1C.[Si:37](OS(C(F)(F)F)(=O)=O)([C:40]([CH3:43])([CH3:42])[CH3:41])([CH3:39])[CH3:38].CO.